This data is from Forward reaction prediction with 1.9M reactions from USPTO patents (1976-2016). The task is: Predict the product of the given reaction. Given the reactants FC(F)(F)C(O)=O.[NH2:8][C:9](=[O:49])[CH2:10][C:11]1[CH:48]=[CH:47][CH:46]=[CH:45][C:12]=1[CH2:13][CH2:14][C:15]1[C:20]([C:21]([F:24])([F:23])[F:22])=[CH:19][N:18]=[C:17]([NH:25][C:26]2[CH:31]=[CH:30][C:29]([CH:32]3[CH2:37][CH2:36][N:35](C(OC(C)(C)C)=O)[CH2:34][CH2:33]3)=[CH:28][CH:27]=2)[N:16]=1, predict the reaction product. The product is: [NH:35]1[CH2:36][CH2:37][CH:32]([C:29]2[CH:28]=[CH:27][C:26]([NH:25][C:17]3[N:16]=[C:15]([CH2:14][CH2:13][C:12]4[CH:45]=[CH:46][CH:47]=[CH:48][C:11]=4[CH2:10][C:9]([NH2:8])=[O:49])[C:20]([C:21]([F:24])([F:23])[F:22])=[CH:19][N:18]=3)=[CH:31][CH:30]=2)[CH2:33][CH2:34]1.